Dataset: NCI-60 drug combinations with 297,098 pairs across 59 cell lines. Task: Regression. Given two drug SMILES strings and cell line genomic features, predict the synergy score measuring deviation from expected non-interaction effect. (1) Cell line: LOX IMVI. Drug 2: CC1=C2C(C(=O)C3(C(CC4C(C3C(C(C2(C)C)(CC1OC(=O)C(C(C5=CC=CC=C5)NC(=O)C6=CC=CC=C6)O)O)OC(=O)C7=CC=CC=C7)(CO4)OC(=O)C)O)C)OC(=O)C. Synergy scores: CSS=24.3, Synergy_ZIP=-5.03, Synergy_Bliss=-6.77, Synergy_Loewe=-17.2, Synergy_HSA=-5.07. Drug 1: C1=CC(=CC=C1C#N)C(C2=CC=C(C=C2)C#N)N3C=NC=N3. (2) Drug 2: CC12CCC3C(C1CCC2O)C(CC4=C3C=CC(=C4)O)CCCCCCCCCS(=O)CCCC(C(F)(F)F)(F)F. Cell line: MDA-MB-231. Synergy scores: CSS=3.71, Synergy_ZIP=-2.05, Synergy_Bliss=-2.23, Synergy_Loewe=-2.12, Synergy_HSA=-1.36. Drug 1: CC12CCC(CC1=CCC3C2CCC4(C3CC=C4C5=CN=CC=C5)C)O. (3) Drug 1: C1=CC(=CC=C1CCC2=CNC3=C2C(=O)NC(=N3)N)C(=O)NC(CCC(=O)O)C(=O)O. Drug 2: CCN(CC)CCCC(C)NC1=C2C=C(C=CC2=NC3=C1C=CC(=C3)Cl)OC. Cell line: OVCAR3. Synergy scores: CSS=33.8, Synergy_ZIP=-5.45, Synergy_Bliss=-2.41, Synergy_Loewe=-4.65, Synergy_HSA=-0.202. (4) Drug 1: C1C(C(OC1N2C=C(C(=O)NC2=O)F)CO)O. Drug 2: CN(CCCl)CCCl.Cl. Cell line: SK-OV-3. Synergy scores: CSS=26.2, Synergy_ZIP=-7.38, Synergy_Bliss=-4.55, Synergy_Loewe=-17.6, Synergy_HSA=-0.438. (5) Drug 1: CS(=O)(=O)CCNCC1=CC=C(O1)C2=CC3=C(C=C2)N=CN=C3NC4=CC(=C(C=C4)OCC5=CC(=CC=C5)F)Cl. Drug 2: C1=NNC2=C1C(=O)NC=N2. Cell line: UACC-257. Synergy scores: CSS=0.774, Synergy_ZIP=-0.348, Synergy_Bliss=-1.16, Synergy_Loewe=-1.07, Synergy_HSA=-1.52.